From a dataset of Full USPTO retrosynthesis dataset with 1.9M reactions from patents (1976-2016). Predict the reactants needed to synthesize the given product. (1) The reactants are: CN.O=C1C2C(=CC=CC=2)C(=O)[N:5]1[CH2:14][C:15]1[CH:23]=[CH:22][CH:21]=[CH:20][C:16]=1[C:17]([OH:19])=[O:18]. Given the product [NH2:5][CH2:14][C:15]1[CH:23]=[CH:22][CH:21]=[CH:20][C:16]=1[C:17]([OH:19])=[O:18], predict the reactants needed to synthesize it. (2) The reactants are: Br[C:2]1[C:3]([CH3:18])=[CH:4][C:5]([OH:17])=[C:6]([CH:16]=1)[O:7][C:8]1[CH:15]=[CH:14][CH:13]=[CH:12][C:9]=1[C:10]#[N:11].[S:19]1[CH:23]=[CH:22][CH:21]=[C:20]1B(O)O.C(=O)([O-])[O-].[Na+].[Na+].C1(C)C=CC=CC=1. Given the product [OH:17][C:5]1[CH:4]=[C:3]([CH3:18])[C:2]([C:20]2[S:19][CH:23]=[CH:22][CH:21]=2)=[CH:16][C:6]=1[O:7][C:8]1[CH:15]=[CH:14][CH:13]=[CH:12][C:9]=1[C:10]#[N:11], predict the reactants needed to synthesize it. (3) Given the product [C:1]1([N:19]2[CH2:23][CH2:22][CH2:21][CH2:20]2)[CH2:2][CH2:3][CH2:4][CH2:5][CH:6]=1, predict the reactants needed to synthesize it. The reactants are: [C:1]1(C)[CH:6]=[CH:5][C:4](S(O)(=O)=O)=[CH:3][CH:2]=1.C1(=O)CCCCC1.[NH:19]1[CH2:23][CH2:22][CH2:21][CH2:20]1. (4) Given the product [CH:1]([O:4][C:5]1([C:8]2[CH:13]=[CH:12][C:11]([C:14]#[C:15][C:16]3[CH:17]=[CH:18][C:19]([C:20]([OH:22])=[O:21])=[CH:25][CH:26]=3)=[CH:10][C:9]=2[CH2:27][CH3:28])[CH2:6][CH2:7]1)([CH3:3])[CH3:2], predict the reactants needed to synthesize it. The reactants are: [CH:1]([O:4][C:5]1([C:8]2[CH:13]=[CH:12][C:11]([C:14]#[C:15][C:16]3[CH:26]=[CH:25][C:19]([C:20]([O:22]CC)=[O:21])=[CH:18][CH:17]=3)=[CH:10][C:9]=2[CH2:27][CH3:28])[CH2:7][CH2:6]1)([CH3:3])[CH3:2].[OH-].[Na+].O.CC#N. (5) Given the product [Cl:1][C:2]1[N:11]=[C:10]2[C:5]([CH:6]=[CH:7][C:8](=[O:19])[N:9]2[C:12]2[CH:17]=[CH:16][CH:15]=[CH:14][C:13]=2[Cl:18])=[C:4]([C:20]2[CH:25]=[CH:24][CH:23]=[CH:22][C:21]=2[Cl:26])[CH:3]=1, predict the reactants needed to synthesize it. The reactants are: [Cl:1][C:2]1[N:11]=[C:10]2[C:5]([CH2:6][CH2:7][C:8](=[O:19])[N:9]2[C:12]2[CH:17]=[CH:16][CH:15]=[CH:14][C:13]=2[Cl:18])=[C:4]([C:20]2[CH:25]=[CH:24][CH:23]=[CH:22][C:21]=2[Cl:26])[CH:3]=1.C1C(=O)N(Br)C(=O)C1.C1CCN2C(=NCCC2)CC1.